From a dataset of NCI-60 drug combinations with 297,098 pairs across 59 cell lines. Regression. Given two drug SMILES strings and cell line genomic features, predict the synergy score measuring deviation from expected non-interaction effect. (1) Drug 1: C1=CC(=CC=C1CCCC(=O)O)N(CCCl)CCCl. Drug 2: CC1C(C(CC(O1)OC2CC(CC3=C2C(=C4C(=C3O)C(=O)C5=CC=CC=C5C4=O)O)(C(=O)C)O)N)O. Cell line: NCI/ADR-RES. Synergy scores: CSS=22.4, Synergy_ZIP=-1.98, Synergy_Bliss=5.37, Synergy_Loewe=-11.0, Synergy_HSA=4.91. (2) Drug 1: CC1OCC2C(O1)C(C(C(O2)OC3C4COC(=O)C4C(C5=CC6=C(C=C35)OCO6)C7=CC(=C(C(=C7)OC)O)OC)O)O. Drug 2: CC1=C(C=C(C=C1)NC(=O)C2=CC=C(C=C2)CN3CCN(CC3)C)NC4=NC=CC(=N4)C5=CN=CC=C5. Cell line: HOP-62. Synergy scores: CSS=21.4, Synergy_ZIP=0.405, Synergy_Bliss=-1.28, Synergy_Loewe=-2.98, Synergy_HSA=0.641. (3) Drug 1: CCC1=C2CN3C(=CC4=C(C3=O)COC(=O)C4(CC)O)C2=NC5=C1C=C(C=C5)O. Drug 2: C1=CN(C=N1)CC(O)(P(=O)(O)O)P(=O)(O)O. Cell line: HOP-92. Synergy scores: CSS=14.5, Synergy_ZIP=1.03, Synergy_Bliss=-1.74, Synergy_Loewe=-21.8, Synergy_HSA=-2.15. (4) Drug 1: C1=NNC2=C1C(=O)NC=N2. Drug 2: CC1CCCC2(C(O2)CC(NC(=O)CC(C(C(=O)C(C1O)C)(C)C)O)C(=CC3=CSC(=N3)C)C)C. Cell line: OVCAR3. Synergy scores: CSS=42.6, Synergy_ZIP=1.15, Synergy_Bliss=-2.31, Synergy_Loewe=-11.5, Synergy_HSA=-1.52. (5) Drug 1: CNC(=O)C1=CC=CC=C1SC2=CC3=C(C=C2)C(=NN3)C=CC4=CC=CC=N4. Drug 2: C1CC(=O)NC(=O)C1N2CC3=C(C2=O)C=CC=C3N. Cell line: EKVX. Synergy scores: CSS=8.13, Synergy_ZIP=-2.26, Synergy_Bliss=-3.53, Synergy_Loewe=-3.72, Synergy_HSA=-1.75. (6) Cell line: A549. Drug 2: C1C(C(OC1N2C=NC3=C2NC=NCC3O)CO)O. Drug 1: C1CN(P(=O)(OC1)NCCCl)CCCl. Synergy scores: CSS=-0.772, Synergy_ZIP=-0.861, Synergy_Bliss=-2.23, Synergy_Loewe=-2.99, Synergy_HSA=-3.09. (7) Drug 1: CC(CN1CC(=O)NC(=O)C1)N2CC(=O)NC(=O)C2. Drug 2: CS(=O)(=O)CCNCC1=CC=C(O1)C2=CC3=C(C=C2)N=CN=C3NC4=CC(=C(C=C4)OCC5=CC(=CC=C5)F)Cl. Cell line: 786-0. Synergy scores: CSS=7.35, Synergy_ZIP=-5.16, Synergy_Bliss=-4.34, Synergy_Loewe=-5.38, Synergy_HSA=-4.89. (8) Drug 1: CN(CC1=CN=C2C(=N1)C(=NC(=N2)N)N)C3=CC=C(C=C3)C(=O)NC(CCC(=O)O)C(=O)O. Drug 2: CCN(CC)CCNC(=O)C1=C(NC(=C1C)C=C2C3=C(C=CC(=C3)F)NC2=O)C. Cell line: NCI-H460. Synergy scores: CSS=37.3, Synergy_ZIP=-2.27, Synergy_Bliss=-4.78, Synergy_Loewe=-6.28, Synergy_HSA=-3.48. (9) Drug 1: CC1CCC2CC(C(=CC=CC=CC(CC(C(=O)C(C(C(=CC(C(=O)CC(OC(=O)C3CCCCN3C(=O)C(=O)C1(O2)O)C(C)CC4CCC(C(C4)OC)O)C)C)O)OC)C)C)C)OC. Drug 2: CC(C)(C#N)C1=CC(=CC(=C1)CN2C=NC=N2)C(C)(C)C#N. Cell line: SN12C. Synergy scores: CSS=-0.163, Synergy_ZIP=0.745, Synergy_Bliss=-2.02, Synergy_Loewe=-0.413, Synergy_HSA=-3.25. (10) Drug 1: C1=CC(=CC=C1CCCC(=O)O)N(CCCl)CCCl. Drug 2: C1C(C(OC1N2C=NC3=C2NC=NCC3O)CO)O. Cell line: A498. Synergy scores: CSS=20.0, Synergy_ZIP=-2.50, Synergy_Bliss=-3.12, Synergy_Loewe=-5.38, Synergy_HSA=-3.79.